Dataset: Peptide-MHC class I binding affinity with 185,985 pairs from IEDB/IMGT. Task: Regression. Given a peptide amino acid sequence and an MHC pseudo amino acid sequence, predict their binding affinity value. This is MHC class I binding data. (1) The peptide sequence is GSPITYST. The MHC is Mamu-A01 with pseudo-sequence Mamu-A01. The binding affinity (normalized) is 0.250. (2) The peptide sequence is AQPAPQAPY. The MHC is HLA-A11:01 with pseudo-sequence HLA-A11:01. The binding affinity (normalized) is 0.213. (3) The peptide sequence is IATLYCVHQR. The MHC is HLA-A26:01 with pseudo-sequence HLA-A26:01. The binding affinity (normalized) is 0.0847.